Task: Predict the product of the given reaction.. Dataset: Forward reaction prediction with 1.9M reactions from USPTO patents (1976-2016) (1) Given the reactants ClC1C=CC(C2C3C=CC(N)=NC=3C3C(C)=NOC=3C[N:14]=2)=CC=1.[Cl:24][C:25]1[CH:30]=[CH:29][C:28]([C:31]2[C:32]3[C:49](F)=[N:48][CH:47]=[CH:46][C:33]=3[C:34]3[C:44]([CH3:45])=[N:43][O:42][C:35]=3[C@H:36]([CH2:38][C:39]([NH2:41])=[O:40])[N:37]=2)=[CH:27][CH:26]=1.ClC1C=CC2C(C3C=CC(Cl)=CC=3)=NCC3ON=C(C)C=3C=2N=1, predict the reaction product. The product is: [NH2:14][C:49]1[C:32]2[C:31]([C:28]3[CH:29]=[CH:30][C:25]([Cl:24])=[CH:26][CH:27]=3)=[N:37][C@@H:36]([CH2:38][C:39]([NH2:41])=[O:40])[C:35]3[O:42][N:43]=[C:44]([CH3:45])[C:34]=3[C:33]=2[CH:46]=[CH:47][N:48]=1. (2) Given the reactants [C:1]([C:3]1[CH:8]=[CH:7][N:6]=[C:5]([O:9][C:10]2[CH:15]=[CH:14][C:13]([C:16]3[N:21]=[CH:20][N:19]=[C:18]([NH:22][C@H:23]([C:31]([O-:33])=[O:32])[CH2:24][C:25]4[CH:30]=[CH:29][CH:28]=[CH:27][CH:26]=4)[CH:17]=3)=[CH:12][CH:11]=2)[CH:4]=1)#[N:2].[Li+].[OH-].Cl, predict the reaction product. The product is: [C:1]([C:3]1[CH:8]=[CH:7][N:6]=[C:5]([O:9][C:10]2[CH:11]=[CH:12][C:13]([C:16]3[N:21]=[CH:20][N:19]=[C:18]([NH:22][C@H:23]([C:31]([OH:33])=[O:32])[CH2:24][C:25]4[CH:26]=[CH:27][CH:28]=[CH:29][CH:30]=4)[CH:17]=3)=[CH:14][CH:15]=2)[CH:4]=1)#[N:2]. (3) The product is: [CH3:22][C:23]1([CH3:38])[C:27]2=[N:28][CH:29]=[C:30]([N:32]3[CH2:37][CH2:36][O:35][CH2:34][CH2:33]3)[CH:31]=[C:26]2[N:25]([C:2]2[C:11]3[C:6](=[CH:7][C:8]([F:13])=[CH:9][C:10]=3[F:12])[N:5]=[C:4]([C:14]3[CH:15]=[N:16][CH:17]=[C:18]([CH3:20])[CH:19]=3)[C:3]=2[CH3:21])[CH2:24]1. Given the reactants Cl[C:2]1[C:11]2[C:6](=[CH:7][C:8]([F:13])=[CH:9][C:10]=2[F:12])[N:5]=[C:4]([C:14]2[CH:15]=[N:16][CH:17]=[C:18]([CH3:20])[CH:19]=2)[C:3]=1[CH3:21].[CH3:22][C:23]1([CH3:38])[C:27]2=[N:28][CH:29]=[C:30]([N:32]3[CH2:37][CH2:36][O:35][CH2:34][CH2:33]3)[CH:31]=[C:26]2[NH:25][CH2:24]1.CC(C1C=C(C(C)C)C(C2C=CC=CC=2P(C2CCCCC2)C2CCCCC2)=C(C(C)C)C=1)C.CC(C)([O-])C.[Na+], predict the reaction product. (4) Given the reactants [CH3:1][C:2]1[N:3]([C:8]2[N:13]=[CH:12][C:11]([C@@H:14]([OH:30])[CH2:15][NH:16][C:17]([C@H:19]3[CH2:28][CH2:27][C:26]4[C:21](=[CH:22][CH:23]=[C:24]([I:29])[CH:25]=4)[O:20]3)=O)=[CH:10][CH:9]=2)[C:4]([CH3:7])=[CH:5][CH:6]=1.B.CSC, predict the reaction product. The product is: [CH3:1][C:2]1[N:3]([C:8]2[N:13]=[CH:12][C:11]([C@@H:14]([OH:30])[CH2:15][NH:16][CH2:17][C@H:19]3[CH2:28][CH2:27][C:26]4[C:21](=[CH:22][CH:23]=[C:24]([I:29])[CH:25]=4)[O:20]3)=[CH:10][CH:9]=2)[C:4]([CH3:7])=[CH:5][CH:6]=1. (5) The product is: [NH2:40][C:38]1[C:37]([CH3:41])=[N:36][C:35]2([C:34]3[C:29](=[CH:30][CH:31]=[C:32]([NH:42][C:20]([C:17]4[CH:16]=[CH:15][C:14]([Cl:13])=[CH:19][N:18]=4)=[O:22])[CH:33]=3)[CH2:28][C:27]32[CH2:26][CH2:25][C:24]([F:45])([F:23])[CH2:44][CH2:43]3)[N:39]=1. Given the reactants Cl.CN(C)CCCN=C=NCC.[Cl:13][C:14]1[CH:15]=[CH:16][C:17]([C:20]([OH:22])=O)=[N:18][CH:19]=1.[F:23][C:24]1([F:45])[CH2:44][CH2:43][C:27]2([C:35]3([N:39]=[C:38]([NH2:40])[C:37]([CH3:41])=[N:36]3)[C:34]3[C:29](=[CH:30][CH:31]=[C:32]([NH2:42])[CH:33]=3)[CH2:28]2)[CH2:26][CH2:25]1.Cl, predict the reaction product. (6) Given the reactants [NH2:1][C:2]1[CH:7]=[CH:6][C:5]([C:8]2[CH:16]=[CH:15][CH:14]=[C:13]3[C:9]=2[CH2:10][NH:11][C:12]3=[O:17])=[CH:4][CH:3]=1.C([N:20]([CH2:23]C)[CH2:21][CH3:22])C.ClC(Cl)(O[C:29](=[O:35])OC(Cl)(Cl)Cl)Cl, predict the reaction product. The product is: [CH3:23][N:20]([C:21]1[CH:22]=[CH:3][CH:4]=[C:5]([CH3:8])[CH:6]=1)[C:29]([NH:1][C:2]1[CH:3]=[CH:4][C:5]([C:8]2[CH:16]=[CH:15][CH:14]=[C:13]3[C:9]=2[CH2:10][NH:11][C:12]3=[O:17])=[CH:6][CH:7]=1)=[O:35]. (7) Given the reactants C(=O)([O-])[O-].[K+].[K+].Cl.Cl.[CH2:9]([N:12]1[CH2:17][CH2:16][NH:15][CH2:14][CH2:13]1)[CH2:10][CH3:11].[CH2:18]([O:25][C:26]1[CH:50]=[CH:49][C:48]([O:51][CH2:52][CH2:53]Br)=[CH:47][C:27]=1[C:28]([NH:30][C:31]1[CH:40]=[C:39]([C:41]2[CH:46]=[CH:45][CH:44]=[CH:43][CH:42]=2)[CH:38]=[CH:37][C:32]=1[C:33]([O:35][CH3:36])=[O:34])=[O:29])[C:19]1[CH:24]=[CH:23][CH:22]=[CH:21][CH:20]=1, predict the reaction product. The product is: [CH2:18]([O:25][C:26]1[CH:50]=[CH:49][C:48]([O:51][CH2:52][CH2:53][N:15]2[CH2:16][CH2:17][N:12]([CH2:9][CH2:10][CH3:11])[CH2:13][CH2:14]2)=[CH:47][C:27]=1[C:28]([NH:30][C:31]1[CH:40]=[C:39]([C:41]2[CH:42]=[CH:43][CH:44]=[CH:45][CH:46]=2)[CH:38]=[CH:37][C:32]=1[C:33]([O:35][CH3:36])=[O:34])=[O:29])[C:19]1[CH:20]=[CH:21][CH:22]=[CH:23][CH:24]=1.